Task: Predict the product of the given reaction.. Dataset: Forward reaction prediction with 1.9M reactions from USPTO patents (1976-2016) (1) Given the reactants O=P12OP3(OP(OP(O3)(O1)=O)(=O)O2)=O.[NH2:15][C:16]1[CH:17]=[N:18][CH:19]=[CH:20][C:21]=1[NH2:22].[F:23][C:24]1[C:32]([F:33])=[CH:31][CH:30]=[CH:29][C:25]=1[C:26](O)=O.[OH-].[Na+], predict the reaction product. The product is: [F:23][C:24]1[C:32]([F:33])=[CH:31][CH:30]=[CH:29][C:25]=1[C:26]1[NH:15][C:16]2[CH:17]=[N:18][CH:19]=[CH:20][C:21]=2[N:22]=1. (2) Given the reactants [CH3:1][O:2][C:3]1[CH:24]=[CH:23][C:6]([O:7][C:8]2[CH:9]=[C:10]([C:17]3[CH:22]=[CH:21][CH:20]=[CH:19][CH:18]=3)[CH:11]=[CH:12][C:13]=2[N+:14]([O-])=O)=[CH:5][CH:4]=1, predict the reaction product. The product is: [CH3:1][O:2][C:3]1[CH:24]=[CH:23][C:6]([O:7][C:8]2[CH:9]=[C:10]([C:17]3[CH:22]=[CH:21][CH:20]=[CH:19][CH:18]=3)[CH:11]=[CH:12][C:13]=2[NH2:14])=[CH:5][CH:4]=1. (3) Given the reactants [Cl:1][C:2]1[CH:11]=[CH:10][CH:9]=[C:8]2[C:3]=1[C:4]([O:53][CH3:54])=[CH:5][N:6]=[C:7]2[O:12][C@H:13]1[CH2:52][N:16]2[C:17](=[O:51])[C@@H:18]([NH:43]C(=O)OC(C)(C)C)[C@H:19]([CH3:42])[CH2:20][CH2:21][CH2:22][CH:23]([CH3:41])[CH:24]=[CH:25][C@@H:26]3[CH2:31][C@@:27]3([C:32](=[O:40])[NH:33][S:34]([CH:37]3[CH2:39][CH2:38]3)(=[O:36])=[O:35])[NH:28][C:29](=[O:30])[C@@H:15]2[CH2:14]1.Cl, predict the reaction product. The product is: [ClH:1].[NH2:43][C@@H:18]1[C:17](=[O:51])[N:16]2[CH2:52][C@H:13]([O:12][C:7]3[C:8]4[C:3](=[C:2]([Cl:1])[CH:11]=[CH:10][CH:9]=4)[C:4]([O:53][CH3:54])=[CH:5][N:6]=3)[CH2:14][C@H:15]2[C:29](=[O:30])[NH:28][C@:27]2([C:32]([NH:33][S:34]([CH:37]3[CH2:39][CH2:38]3)(=[O:35])=[O:36])=[O:40])[CH2:31][C@H:26]2[CH:25]=[CH:24][CH:23]([CH3:41])[CH2:22][CH2:21][CH2:20][C@H:19]1[CH3:42].